This data is from Full USPTO retrosynthesis dataset with 1.9M reactions from patents (1976-2016). The task is: Predict the reactants needed to synthesize the given product. Given the product [Cl:53][C:54]1[N:62]=[CH:61][CH:60]=[C:59]([CH3:63])[C:55]=1[C:56]([NH:1][CH2:2][CH2:3][C@H:4]([N:6]1[CH2:11][CH2:10][CH:9]([N:12]([C:21]2[CH:26]=[CH:25][C:24]([O:27][CH2:28][CH2:29][O:30][CH3:31])=[CH:23][CH:22]=2)[CH2:13][C:14]2[CH:15]=[N:16][CH:17]=[CH:18][C:19]=2[CH3:20])[CH2:8][CH2:7]1)[CH3:5])=[O:57], predict the reactants needed to synthesize it. The reactants are: [NH2:1][CH2:2][CH2:3][C@H:4]([N:6]1[CH2:11][CH2:10][CH:9]([N:12]([C:21]2[CH:26]=[CH:25][C:24]([O:27][CH2:28][CH2:29][O:30][CH3:31])=[CH:23][CH:22]=2)[CH2:13][C:14]2[CH:15]=[N:16][CH:17]=[CH:18][C:19]=2[CH3:20])[CH2:8][CH2:7]1)[CH3:5].CCN=C=NCCCN(C)C.C1C=CC2N(O)N=NC=2C=1.[Cl:53][C:54]1[N:62]=[CH:61][CH:60]=[C:59]([CH3:63])[C:55]=1[C:56](O)=[O:57].CCN(C(C)C)C(C)C.